From a dataset of Catalyst prediction with 721,799 reactions and 888 catalyst types from USPTO. Predict which catalyst facilitates the given reaction. (1) Reactant: [CH3:1][Si](Cl)(C)C.Br[CH2:7][C:8]([O:10][CH2:11][CH3:12])=[O:9].C(OC(N1[CH2:25][CH2:24][CH:23]([O:26][C:27]2[CH:32]=[CH:31][C:30]([CH:33]=[O:34])=[C:29]([B:35]3[O:39]C(C)(C)C(C)(C)O3)[CH:28]=2)CC1)=O)(C)(C)C.[NH4+].[Cl-].C1C[O:49][CH2:48][CH2:47]1. Product: [CH2:11]([O:10][C:8](=[O:9])[CH2:7][CH:33]1[O:34][B:35]([OH:39])[C:29]2[CH:28]=[C:27]([O:26][CH:23]3[CH2:24][CH2:25][CH2:47][CH2:48][O:49]3)[CH:32]=[C:31]([CH3:1])[C:30]1=2)[CH3:12]. The catalyst class is: 401. (2) Reactant: [C:1]([OH:27])(=[O:26])[CH2:2][CH2:3][CH2:4][CH2:5][CH2:6][CH2:7][CH2:8][CH2:9][C:10]#[C:11][C:12]#[C:13][CH2:14][CH2:15][CH2:16][CH2:17][CH2:18][CH2:19][CH2:20][CH2:21][CH2:22][CH2:23]CC.[CH:28]1(N=C=NC2CCCCC2)CCCCC1.C(NC1CCCCC1)(NC1CCCCC1)=O.[Cl-].OCC[N+](CCO)(C)C. Product: [C:1]([O:27][CH3:28])(=[O:26])[CH2:2][CH2:3][CH2:4][CH2:5][CH2:6][CH2:7][CH2:8][CH2:9][C:10]#[C:11][C:12]#[C:13][CH2:14][CH2:15][CH2:16][CH2:17][CH2:18][CH2:19][CH2:20][CH2:21][CH2:22][CH3:23]. The catalyst class is: 112. (3) Reactant: [C:1]1(=[O:11])[O:6][C:4](=O)[C:3]2=[CH:7][CH:8]=[CH:9][CH:10]=[C:2]12.[CH3:12][C:13]1[CH:18]=[CH:17][N:16]=[CH:15][N:14]=1. Product: [N:16]1[CH:17]=[CH:18][C:13]([CH:12]2[C:1](=[O:11])[C:2]3[C:3](=[CH:7][CH:8]=[CH:9][CH:10]=3)[C:4]2=[O:6])=[N:14][CH:15]=1. The catalyst class is: 5. (4) Reactant: [CH2:1]([O:4][N:5]([C@@H:18]1[CH:23]=[C:22]([CH2:24][CH2:25][O:26][Si:27]([C:30]([CH3:33])([CH3:32])[CH3:31])([CH3:29])[CH3:28])[C@@H:21]([CH2:34][O:35][Si:36]([C:39]([CH3:42])([CH3:41])[CH3:40])([CH3:38])[CH3:37])[NH:20][CH2:19]1)S(C1C=CC=CC=1[N+]([O-])=O)(=O)=O)[CH:2]=[CH2:3].C(ON[C@@H]1C(C)=C[C@@H](CO[Si](C(C)(C)C)(C)C)NC1)C=C. Product: [CH2:1]([O:4][NH:5][C@@H:18]1[CH:23]=[C:22]([CH2:24][CH2:25][O:26][Si:27]([C:30]([CH3:33])([CH3:31])[CH3:32])([CH3:28])[CH3:29])[C@@H:21]([CH2:34][O:35][Si:36]([C:39]([CH3:42])([CH3:41])[CH3:40])([CH3:37])[CH3:38])[NH:20][CH2:19]1)[CH:2]=[CH2:3]. The catalyst class is: 138. (5) Reactant: [N:1]([CH2:4][C:5]([O:7]CC)=[O:6])=[C:2]=[O:3].[CH:10]1([N:16]2[C:21](=[O:22])[CH2:20][C:19](=[O:23])[N:18]([CH:24]3[CH2:28][CH2:27][CH2:26][CH2:25]3)[C:17]2=[O:29])[CH2:15][CH2:14][CH2:13][CH2:12][CH2:11]1.C(N(C(C)C)CC)(C)C. Product: [CH:10]1([N:16]2[C:21]([OH:22])=[C:20]([C:2]([NH:1][CH2:4][C:5]([OH:7])=[O:6])=[O:3])[C:19](=[O:23])[N:18]([CH:24]3[CH2:25][CH2:26][CH2:27][CH2:28]3)[C:17]2=[O:29])[CH2:11][CH2:12][CH2:13][CH2:14][CH2:15]1. The catalyst class is: 4. (6) Reactant: C1(P(C2C=CC=CC=2)C2C=CC=CC=2)C=CC=CC=1.BrN1C(=O)CCC1=O.[CH:28]1([CH2:33][CH:34]([C:38]2[CH:43]=[CH:42][C:41]([C:44]([F:47])([F:46])[F:45])=[C:40]([F:48])[CH:39]=2)[C:35](O)=[O:36])[CH2:32][CH2:31][CH2:30][CH2:29]1.[NH2:49][C:50]1[CH:55]=[CH:54][CH:53]=[CH:52][N:51]=1. Product: [CH:28]1([CH2:33][CH:34]([C:38]2[CH:43]=[CH:42][C:41]([C:44]([F:46])([F:45])[F:47])=[C:40]([F:48])[CH:39]=2)[C:35]([NH:49][C:50]2[CH:55]=[CH:54][CH:53]=[CH:52][N:51]=2)=[O:36])[CH2:29][CH2:30][CH2:31][CH2:32]1. The catalyst class is: 2. (7) Reactant: [C:1]([O:5][C:6]([N:8]1[CH2:13][CH2:12][N:11]([CH:14]([C:17]2[CH:22]=[CH:21][CH:20]=[CH:19][C:18]=2[Cl:23])[CH2:15][NH2:16])[CH2:10][CH2:9]1)=[O:7])([CH3:4])([CH3:3])[CH3:2].C([O-])([O-])=O.[K+].[K+].[CH2:30](Br)[CH3:31].[CH3:33][CH2:34]OC(C)=O. Product: [C:1]([O:5][C:6]([N:8]1[CH2:13][CH2:12][N:11]([CH:14]([C:17]2[CH:22]=[CH:21][CH:20]=[CH:19][C:18]=2[Cl:23])[CH2:15][N:16]([CH2:30][CH3:31])[CH2:33][CH3:34])[CH2:10][CH2:9]1)=[O:7])([CH3:4])([CH3:2])[CH3:3]. The catalyst class is: 3. (8) The catalyst class is: 451. Reactant: [N:1]1([C:11]([O:13][CH2:14][CH:15]2[C:27]3[CH:26]=[CH:25][CH:24]=[CH:23][C:22]=3[C:21]3[C:16]2=[CH:17][CH:18]=[CH:19][CH:20]=3)=[O:12])[CH2:6][CH2:5][O:4][CH2:3][CH:2]1[C:7](OC)=[O:8].[H-].C([Al+]CC(C)C)C(C)C. Product: [CH:7]([CH:2]1[CH2:3][O:4][CH2:5][CH2:6][N:1]1[C:11]([O:13][CH2:14][CH:15]1[C:16]2[CH:17]=[CH:18][CH:19]=[CH:20][C:21]=2[C:22]2[C:27]1=[CH:26][CH:25]=[CH:24][CH:23]=2)=[O:12])=[O:8]. (9) Reactant: [BrH:1].Cl.C[O:4][C:5]1[CH:17]=[CH:16][C:8]([CH2:9][N:10]2[CH2:15][CH2:14][NH:13][CH2:12][CH2:11]2)=[CH:7][CH:6]=1. Product: [BrH:1].[BrH:1].[OH:4][C:5]1[CH:17]=[CH:16][C:8]([CH2:9][N:10]2[CH2:15][CH2:14][NH:13][CH2:12][CH2:11]2)=[CH:7][CH:6]=1. The catalyst class is: 6.